Dataset: Forward reaction prediction with 1.9M reactions from USPTO patents (1976-2016). Task: Predict the product of the given reaction. (1) Given the reactants [S:1]1[C:5]2[CH:6]=[CH:7][CH:8]=[CH:9][C:4]=2[CH:3]=[C:2]1[CH:10]=[N:11][S:12]([C:15]1[CH:25]=[CH:24][C:18]2[O:19][CH2:20][CH2:21][CH2:22][O:23][C:17]=2[CH:16]=1)(=[O:14])=[O:13].O1CCCC1.Br[Mg][C:33]1[CH:38]=[CH:37][CH:36]=[CH:35][C:34]=1[O:39][CH3:40].C(=O)(O)[O-].[Na+], predict the reaction product. The product is: [S:1]1[C:5]2[CH:6]=[CH:7][CH:8]=[CH:9][C:4]=2[CH:3]=[C:2]1[CH:10]([C:33]1[CH:38]=[CH:37][CH:36]=[CH:35][C:34]=1[O:39][CH3:40])[NH:11][S:12]([C:15]1[CH:25]=[CH:24][C:18]2[O:19][CH2:20][CH2:21][CH2:22][O:23][C:17]=2[CH:16]=1)(=[O:13])=[O:14]. (2) Given the reactants [CH3:1][O:2][CH2:3][CH2:4][N:5]1[C:11](=[O:12])[CH2:10][CH2:9][CH2:8][C:7]2[CH:13]=[C:14]([N+:17]([O-])=O)[CH:15]=[CH:16][C:6]1=2.O.NN, predict the reaction product. The product is: [NH2:17][C:14]1[CH:15]=[CH:16][C:6]2[N:5]([CH2:4][CH2:3][O:2][CH3:1])[C:11](=[O:12])[CH2:10][CH2:9][CH2:8][C:7]=2[CH:13]=1. (3) Given the reactants Cl[C:2]1[C:11]2=[N:12][N:13](CC3C=CC(OC)=CC=3)[CH:14]=[C:10]2[C:9]2[CH:8]=[C:7]([O:24][CH3:25])[CH:6]=[CH:5][C:4]=2[N:3]=1.[NH2:26][C:27]1[CH:28]=[CH:29][C:30]2[CH2:36][CH2:35][CH2:34][C:33](=[O:37])[NH:32][C:31]=2[CH:38]=1.Cl, predict the reaction product. The product is: [CH3:25][O:24][C:7]1[CH:6]=[CH:5][C:4]2[N:3]=[C:2]([NH:26][C:27]3[CH:28]=[CH:29][C:30]4[CH2:36][CH2:35][CH2:34][C:33](=[O:37])[NH:32][C:31]=4[CH:38]=3)[C:11]3=[N:12][NH:13][CH:14]=[C:10]3[C:9]=2[CH:8]=1.